This data is from CYP3A4 inhibition data for predicting drug metabolism from PubChem BioAssay. The task is: Regression/Classification. Given a drug SMILES string, predict its absorption, distribution, metabolism, or excretion properties. Task type varies by dataset: regression for continuous measurements (e.g., permeability, clearance, half-life) or binary classification for categorical outcomes (e.g., BBB penetration, CYP inhibition). Dataset: cyp3a4_veith. (1) The drug is Cn1cc(-c2nc3cnc(N4CCNCC4)nc3n(Cc3ccc(F)cc3)c2=O)c2ccccc21. The result is 1 (inhibitor). (2) The drug is COc1ccc(S(=O)(=O)NNC(=O)C2Cc3c(ccc4ccccc34)O2)cc1. The result is 1 (inhibitor). (3) The drug is COC(=O)[C@@]1(Cc2ccc(F)cc2)[C@H]2c3cc(C(=O)N(C)C)n(Cc4ccccn4)c3C[C@H]2CN1C(=O)c1ccccc1. The result is 1 (inhibitor). (4) The molecule is C/C(=C\C(=O)c1ccc(Br)cc1)NCc1ccc2c(c1)OCO2. The result is 1 (inhibitor). (5) The molecule is COCC(=O)N1CCC2(CC1)CN(C(=O)Nc1ccc(OC)cc1)C2. The result is 0 (non-inhibitor).